The task is: Regression. Given a peptide amino acid sequence and an MHC pseudo amino acid sequence, predict their binding affinity value. This is MHC class II binding data.. This data is from Peptide-MHC class II binding affinity with 134,281 pairs from IEDB. (1) The peptide sequence is AFKVAATAANAGPAN. The MHC is HLA-DPA10201-DPB11401 with pseudo-sequence HLA-DPA10201-DPB11401. The binding affinity (normalized) is 0.684. (2) The peptide sequence is VGADEDDIKATYDKG. The MHC is DRB1_1502 with pseudo-sequence DRB1_1502. The binding affinity (normalized) is 0.574.